Predict which catalyst facilitates the given reaction. From a dataset of Catalyst prediction with 721,799 reactions and 888 catalyst types from USPTO. (1) Reactant: [CH3:1][NH2:2].[Cl:3][C:4]1[CH:9]=[C:8]([Cl:10])[N:7]=[C:6](S(C)(=O)=O)[N:5]=1. Product: [Cl:3][C:4]1[CH:9]=[C:8]([Cl:10])[N:7]=[C:6]([NH:2][CH3:1])[N:5]=1. The catalyst class is: 25. (2) Reactant: [N+:1]([C:4]1[CH:5]=[C:6]([CH:10]=[CH:11][CH:12]=1)[C:7](Cl)=[O:8])([O-:3])=[O:2].[NH2:13][C:14]1[CH:19]=[CH:18][C:17]([Br:20])=[CH:16][N:15]=1. Product: [Br:20][C:17]1[CH:18]=[CH:19][C:14]([NH:13][C:7](=[O:8])[C:6]2[CH:10]=[CH:11][CH:12]=[C:4]([N+:1]([O-:3])=[O:2])[CH:5]=2)=[N:15][CH:16]=1. The catalyst class is: 17. (3) Reactant: [F:1][C:2]([F:16])([C:6]1[CH:11]=[CH:10][CH:9]=[CH:8][C:7]=1[O:12][CH:13]([CH3:15])[CH3:14])[C:3]([OH:5])=O.P(Cl)(Cl)(Cl)=O.Cl.[NH2:23][CH2:24][C:25]1[CH:26]=[C:27]2[C:31](=[CH:32][CH:33]=1)[C:30](=[O:34])[N:29]([CH:35]1[CH2:40][CH2:39][C:38](=[O:41])[NH:37][C:36]1=[O:42])[CH2:28]2.C(=O)(O)[O-].[Na+]. Product: [O:42]=[C:36]1[CH:35]([N:29]2[CH2:28][C:27]3[C:31](=[CH:32][CH:33]=[C:25]([CH2:24][NH:23][C:3](=[O:5])[C:2]([F:1])([F:16])[C:6]4[CH:11]=[CH:10][CH:9]=[CH:8][C:7]=4[O:12][CH:13]([CH3:15])[CH3:14])[CH:26]=3)[C:30]2=[O:34])[CH2:40][CH2:39][C:38](=[O:41])[NH:37]1. The catalyst class is: 17. (4) Reactant: [C:1]([N:4]1[CH2:8][CH2:7][C:6]2([C:16]3[C:11](=[CH:12][CH:13]=[C:14]([SH:17])[CH:15]=3)[N:10]([C:18](=[O:23])[C:19]([F:22])([F:21])[F:20])[CH2:9]2)[CH2:5]1)(=[O:3])[CH3:2].C(=O)([O-])[O-].[K+].[K+].[Br-].[CH2:31]1[CH2:35][CH2:34][CH2:33][CH2:32]1. Product: [C:1]([N:4]1[CH2:8][CH2:7][C:6]2([C:16]3[C:11](=[CH:12][CH:13]=[C:14]([S:17][CH:31]4[CH2:35][CH2:34][CH2:33][CH2:32]4)[CH:15]=3)[N:10]([C:18](=[O:23])[C:19]([F:21])([F:22])[F:20])[CH2:9]2)[CH2:5]1)(=[O:3])[CH3:2]. The catalyst class is: 35. (5) The catalyst class is: 7. Reactant: [K].[CH3:2][C:3]1[CH:8]=[CH:7][C:6]([N:9]([C:17]2[CH:24]=[CH:23][C:20]([CH:21]=O)=[CH:19][CH:18]=2)[C:10]2[CH:15]=[CH:14][C:13]([CH3:16])=[CH:12][CH:11]=2)=[CH:5][CH:4]=1.[OH2:25].Cl. Product: [OH:25][C:4]1[CH:5]=[CH:6][CH:7]=[CH:8][C:3]=1[CH:2]=[CH:21][C:20]1[CH:23]=[CH:24][C:17]([N:9]([C:6]2[CH:7]=[CH:8][C:3]([CH3:2])=[CH:4][CH:5]=2)[C:10]2[CH:15]=[CH:14][C:13]([CH3:16])=[CH:12][CH:11]=2)=[CH:18][CH:19]=1.